From a dataset of Catalyst prediction with 721,799 reactions and 888 catalyst types from USPTO. Predict which catalyst facilitates the given reaction. (1) Reactant: C([N-]C(C)C)(C)C.[Li+].[C:9]([C:12]1[CH:17]=[CH:16][N:15]=[CH:14][CH:13]=1)(=[O:11])[CH3:10].C(N1C=CN=C1)(N1C=CN=C1)=O.[C:30]([O:34][C:35]([N:37]1[CH2:42][CH2:41][CH:40]([CH2:43][C:44](O)=[O:45])[CH2:39][CH2:38]1)=[O:36])([CH3:33])([CH3:32])[CH3:31]. Product: [C:30]([O:34][C:35]([N:37]1[CH2:42][CH2:41][CH:40]([CH2:43][C:44](=[O:45])[CH2:10][C:9](=[O:11])[C:12]2[CH:17]=[CH:16][N:15]=[CH:14][CH:13]=2)[CH2:39][CH2:38]1)=[O:36])([CH3:33])([CH3:32])[CH3:31]. The catalyst class is: 49. (2) Reactant: [CH2:1]([O:3][C:4]([C:6]1[C:7]([CH2:11][OH:12])=[N:8][NH:9][CH:10]=1)=[O:5])[CH3:2]. Product: [CH2:1]([O:3][C:4]([C:6]1[C:7]([CH:11]=[O:12])=[N:8][NH:9][CH:10]=1)=[O:5])[CH3:2]. The catalyst class is: 25. (3) Reactant: [C:1]([C:4]1[CH:9]=[CH:8][N:7]=[CH:6][CH:5]=1)(=[O:3])[CH3:2].[H-].[Na+].[C:12]([C:20]1[CH:25]=[CH:24][CH:23]=[CH:22][CH:21]=1)(=[O:19])[C:13]1[CH:18]=[CH:17][CH:16]=[CH:15][CH:14]=1. The catalyst class is: 80. Product: [OH:19][C:12]([C:13]1[CH:18]=[CH:17][CH:16]=[CH:15][CH:14]=1)([C:20]1[CH:25]=[CH:24][CH:23]=[CH:22][CH:21]=1)[CH2:2][C:1]([C:4]1[CH:9]=[CH:8][N:7]=[CH:6][CH:5]=1)=[O:3]. (4) Reactant: C([O:3][C:4]([C:6]1[NH:7][C:8]([CH:12]=[O:13])=[C:9]([CH3:11])[CH:10]=1)=[O:5])C.Cl. Product: [CH3:11][C:9]1[CH:10]=[C:6]([C:4]([OH:5])=[O:3])[NH:7][C:8]=1[CH:12]=[O:13]. The catalyst class is: 74. (5) Reactant: CS([C:5]1[N:10]=[C:9]([C:11]2[CH:16]=[CH:15][C:14]([S:17]([CH3:20])(=[O:19])=[O:18])=[CH:13][CH:12]=2)[CH:8]=[C:7]([C:21]([F:24])([F:23])[F:22])[N:6]=1)(=O)=O.[CH2:25]([NH2:32])[C:26]1[CH:31]=[CH:30][CH:29]=[CH:28][CH:27]=1. Product: [CH3:20][S:17]([C:14]1[CH:15]=[CH:16][C:11]([C:9]2[CH:8]=[C:7]([C:21]([F:24])([F:23])[F:22])[N:6]=[C:5]([NH:32][CH2:25][C:26]3[CH:31]=[CH:30][CH:29]=[CH:28][CH:27]=3)[N:10]=2)=[CH:12][CH:13]=1)(=[O:19])=[O:18]. The catalyst class is: 23. (6) Reactant: [CH3:1][O:2][C:3]1[CH:8]=[CH:7][C:6]([C:9]2[O:13][C:12]([CH3:14])=[C:11]([CH:15]([NH:20][C:21]3[CH:29]=[CH:28][C:24]([C:25](O)=[O:26])=[CH:23][CH:22]=3)[CH2:16][CH:17]([CH3:19])[CH3:18])[CH:10]=2)=[C:5]([CH3:30])C=1.[CH3:31][NH:32][CH2:33][CH2:34][C:35]([O:37]CC)=[O:36].Cl.[CH2:41](N=C=NCCCN(C)C)C.O.OC1C2N=NNC=2C=CC=1. Product: [CH3:1][O:2][C:3]1[CH:8]=[CH:7][C:6]([C:9]2[O:13][C:12]([CH3:14])=[C:11]([CH:15]([NH:20][C:21]3[CH:22]=[CH:23][C:24]([C:25]([N:32]([CH3:31])[CH2:33][CH2:34][C:35]([OH:37])=[O:36])=[O:26])=[CH:28][CH:29]=3)[CH2:16][CH:17]([CH3:18])[CH3:19])[CH:10]=2)=[C:5]([CH3:41])[CH:30]=1. The catalyst class is: 842.